Dataset: NCI-60 drug combinations with 297,098 pairs across 59 cell lines. Task: Regression. Given two drug SMILES strings and cell line genomic features, predict the synergy score measuring deviation from expected non-interaction effect. (1) Drug 1: CC1=C(C=C(C=C1)NC(=O)C2=CC=C(C=C2)CN3CCN(CC3)C)NC4=NC=CC(=N4)C5=CN=CC=C5. Drug 2: CCN(CC)CCCC(C)NC1=C2C=C(C=CC2=NC3=C1C=CC(=C3)Cl)OC. Cell line: NCIH23. Synergy scores: CSS=14.7, Synergy_ZIP=-3.07, Synergy_Bliss=3.44, Synergy_Loewe=-9.88, Synergy_HSA=2.88. (2) Drug 1: CC12CCC3C(C1CCC2=O)CC(=C)C4=CC(=O)C=CC34C. Drug 2: CC(C1=C(C=CC(=C1Cl)F)Cl)OC2=C(N=CC(=C2)C3=CN(N=C3)C4CCNCC4)N. Cell line: TK-10. Synergy scores: CSS=27.5, Synergy_ZIP=-0.128, Synergy_Bliss=-2.61, Synergy_Loewe=-4.29, Synergy_HSA=-3.32. (3) Drug 1: C1=NC2=C(N1)C(=S)N=C(N2)N. Drug 2: C#CCC(CC1=CN=C2C(=N1)C(=NC(=N2)N)N)C3=CC=C(C=C3)C(=O)NC(CCC(=O)O)C(=O)O. Cell line: OVCAR-8. Synergy scores: CSS=18.9, Synergy_ZIP=-1.41, Synergy_Bliss=-2.72, Synergy_Loewe=-2.97, Synergy_HSA=-3.17. (4) Drug 1: C1=CC(=CC=C1CC(C(=O)O)N)N(CCCl)CCCl.Cl. Cell line: M14. Synergy scores: CSS=19.4, Synergy_ZIP=-7.39, Synergy_Bliss=4.09, Synergy_Loewe=-29.0, Synergy_HSA=1.99. Drug 2: CN(CC1=CN=C2C(=N1)C(=NC(=N2)N)N)C3=CC=C(C=C3)C(=O)NC(CCC(=O)O)C(=O)O. (5) Drug 1: CCN(CC)CCNC(=O)C1=C(NC(=C1C)C=C2C3=C(C=CC(=C3)F)NC2=O)C. Drug 2: CC(C)(C#N)C1=CC=C(C=C1)N2C3=C4C=C(C=CC4=NC=C3N(C2=O)C)C5=CC6=CC=CC=C6N=C5. Cell line: OVCAR3. Synergy scores: CSS=65.3, Synergy_ZIP=6.49, Synergy_Bliss=6.35, Synergy_Loewe=-37.1, Synergy_HSA=8.44. (6) Drug 1: CC1=C(C=C(C=C1)NC2=NC=CC(=N2)N(C)C3=CC4=NN(C(=C4C=C3)C)C)S(=O)(=O)N.Cl. Drug 2: CCC1=CC2CC(C3=C(CN(C2)C1)C4=CC=CC=C4N3)(C5=C(C=C6C(=C5)C78CCN9C7C(C=CC9)(C(C(C8N6C)(C(=O)OC)O)OC(=O)C)CC)OC)C(=O)OC.C(C(C(=O)O)O)(C(=O)O)O. Cell line: CAKI-1. Synergy scores: CSS=54.9, Synergy_ZIP=7.90, Synergy_Bliss=7.30, Synergy_Loewe=10.8, Synergy_HSA=12.0. (7) Drug 1: CC1=C(C(=O)C2=C(C1=O)N3CC4C(C3(C2COC(=O)N)OC)N4)N. Drug 2: CC1C(C(CC(O1)OC2CC(CC3=C2C(=C4C(=C3O)C(=O)C5=CC=CC=C5C4=O)O)(C(=O)C)O)N)O. Cell line: TK-10. Synergy scores: CSS=53.8, Synergy_ZIP=0.203, Synergy_Bliss=0.692, Synergy_Loewe=-10.7, Synergy_HSA=2.83. (8) Drug 1: CC12CCC(CC1=CCC3C2CCC4(C3CC=C4C5=CN=CC=C5)C)O. Drug 2: CC1C(C(CC(O1)OC2CC(CC3=C2C(=C4C(=C3O)C(=O)C5=C(C4=O)C(=CC=C5)OC)O)(C(=O)C)O)N)O.Cl. Cell line: MDA-MB-231. Synergy scores: CSS=22.5, Synergy_ZIP=-3.22, Synergy_Bliss=8.00, Synergy_Loewe=-3.27, Synergy_HSA=7.85. (9) Drug 1: CC12CCC3C(C1CCC2O)C(CC4=C3C=CC(=C4)O)CCCCCCCCCS(=O)CCCC(C(F)(F)F)(F)F. Drug 2: CC1C(C(CC(O1)OC2CC(CC3=C2C(=C4C(=C3O)C(=O)C5=CC=CC=C5C4=O)O)(C(=O)C)O)N)O. Cell line: OVCAR-5. Synergy scores: CSS=35.8, Synergy_ZIP=-0.660, Synergy_Bliss=-1.26, Synergy_Loewe=-7.84, Synergy_HSA=0.534.